Dataset: Forward reaction prediction with 1.9M reactions from USPTO patents (1976-2016). Task: Predict the product of the given reaction. Given the reactants [CH:1]1([C:4]2[C:5]([CH2:18]OS(C)(=O)=O)=[CH:6][C:7]([F:17])=[C:8]([CH:16]=2)[C:9]([O:11][C:12]([CH3:15])([CH3:14])[CH3:13])=[O:10])[CH2:3][CH2:2]1.[Cl:24][C:25]1[CH:26]=[C:27]([CH:35]=[C:36]([Cl:38])[CH:37]=1)[O:28][C@H:29]1[CH2:34][CH2:33][CH2:32][NH:31][CH2:30]1.C(=O)([O-])[O-].[K+].[K+], predict the reaction product. The product is: [CH:1]1([C:4]2[C:5]([CH2:18][N:31]3[CH2:32][CH2:33][CH2:34][C@H:29]([O:28][C:27]4[CH:35]=[C:36]([Cl:38])[CH:37]=[C:25]([Cl:24])[CH:26]=4)[CH2:30]3)=[CH:6][C:7]([F:17])=[C:8]([CH:16]=2)[C:9]([O:11][C:12]([CH3:13])([CH3:14])[CH3:15])=[O:10])[CH2:2][CH2:3]1.